Predict the reaction yield, written as a fraction of the theoretical maximum amount of product (1.0 means a 100% yield; for example, 0.34 means a 34% yield). From a dataset of Reaction yield outcomes from USPTO patents with 853,638 reactions. (1) The reactants are [C:1]([O:5][C:6]([N:8]1[CH2:13][CH2:12][CH:11]([N:14]2[C:18]3=[N:19][CH:20]=[N:21][C:22](Cl)=[C:17]3[CH:16]=[N:15]2)[CH2:10][CH2:9]1)=[O:7])([CH3:4])([CH3:3])[CH3:2].[CH3:24][O:25][C:26]1[CH:31]=[CH:30][C:29]([OH:32])=[CH:28][CH:27]=1.C(=O)([O-])[O-].[K+].[K+].ClCCl. The catalyst is CN(C)C=O.O. The product is [C:1]([O:5][C:6]([N:8]1[CH2:13][CH2:12][CH:11]([N:14]2[C:18]3=[N:19][CH:20]=[N:21][C:22]([O:32][C:29]4[CH:30]=[CH:31][C:26]([O:25][CH3:24])=[CH:27][CH:28]=4)=[C:17]3[CH:16]=[N:15]2)[CH2:10][CH2:9]1)=[O:7])([CH3:4])([CH3:3])[CH3:2]. The yield is 0.280. (2) The reactants are [NH:1]([C:3]([S:5][CH3:6])=[NH:4])[NH2:2].O.[CH3:8][O:9][C:10]1[CH:11]=[C:12]([C:16]([CH:18]=O)=O)[CH:13]=[CH:14][CH:15]=1. No catalyst specified. The product is [CH3:6][S:5][C:3]1[N:1]=[N:2][CH:18]=[C:16]([C:12]2[CH:13]=[CH:14][CH:15]=[C:10]([O:9][CH3:8])[CH:11]=2)[N:4]=1. The yield is 0.790. (3) The reactants are C([O:8][C:9]1[CH:10]=[C:11]([C:19]([CH3:22])([CH3:21])O)[CH:12]=[C:13]([C:15]([CH3:18])([CH3:17])O)[CH:14]=1)C1C=CC=CC=1. The catalyst is C(O)C.Cl.[C].[Pd]. The product is [CH:15]([C:13]1[CH:14]=[C:9]([OH:8])[CH:10]=[C:11]([CH:19]([CH3:22])[CH3:21])[CH:12]=1)([CH3:18])[CH3:17]. The yield is 1.00. (4) The reactants are [C:1]([C:5]1[N:9]([CH3:10])[N:8]([CH2:11][CH:12]2[CH2:15][CH2:14][CH2:13]2)[C:7](=[NH:16])[CH:6]=1)([CH3:4])([CH3:3])[CH3:2].[F:17][C:18]1[CH:26]=[CH:25][C:24]([S:27](=[O:30])(=[O:29])[NH2:28])=[CH:23][C:19]=1[C:20](O)=[O:21].CCN(CC)CC.C(P(=O)(OCC)OCC)#N. The product is [NH2:28][S:27]([C:24]1[CH:25]=[CH:26][C:18]([F:17])=[C:19]([CH:23]=1)[C:20](/[N:16]=[C:7]1/[N:8]([CH2:11][CH:12]2[CH2:13][CH2:14][CH2:15]2)[N:9]([CH3:10])[C:5]([C:1]([CH3:4])([CH3:2])[CH3:3])=[CH:6]/1)=[O:21])(=[O:30])=[O:29]. The yield is 0.320. The catalyst is C1COCC1. (5) The reactants are [NH2:1][C:2]1[CH:16]=[CH:15][C:5]2[C:6](=[O:14])[NH:7][C:8]3[C:13]([C:4]=2[CH:3]=1)=[CH:12][CH:11]=[CH:10][N:9]=3.[N+:17]([C:20]1[CH:21]=[C:22]([CH:25]=[CH:26][CH:27]=1)[CH2:23]Br)([O-:19])=[O:18]. No catalyst specified. The product is [N+:17]([C:20]1[CH:21]=[C:22]([CH:25]=[CH:26][CH:27]=1)[CH2:23][NH:1][C:2]1[CH:16]=[CH:15][C:5]2[C:6](=[O:14])[NH:7][C:8]3[C:13]([C:4]=2[CH:3]=1)=[CH:12][CH:11]=[CH:10][N:9]=3)([O-:19])=[O:18]. The yield is 0.110. (6) The reactants are [NH2:1][C@@H:2]([CH2:33][C:34]1[CH:39]=[CH:38][CH:37]=[CH:36][CH:35]=1)[C@@H:3]([OH:32])[CH2:4][C@@H:5]([NH:19][C:20]([C@@H:22]([NH:27][C:28](=[O:31])[O:29][CH3:30])[C:23]([CH3:26])([CH3:25])[CH3:24])=[O:21])[CH2:6][C:7]1[CH:12]=[CH:11][C:10]([C:13]2[CH:18]=[CH:17][CH:16]=[CH:15][N:14]=2)=[CH:9][CH:8]=1.[CH3:40][C:41]([CH3:61])([CH3:60])[C@H:42]([N:46]1[CH2:50][CH2:49][N:48]([CH2:51][C:52]2[CH:53]=[N:54][C:55]([CH3:58])=[CH:56][CH:57]=2)[C:47]1=[O:59])[C:43](O)=[O:44].CCOP(ON1N=NC2C=CC=CC=2C1=O)(OCC)=O.C(N(CC)C(C)C)(C)C. The catalyst is C1COCC1. The product is [CH3:40][C:41]([CH3:61])([CH3:60])[C@H:42]([N:46]1[CH2:50][CH2:49][N:48]([CH2:51][C:52]2[CH:53]=[N:54][C:55]([CH3:58])=[CH:56][CH:57]=2)[C:47]1=[O:59])[C:43]([NH:1][C@@H:2]([CH2:33][C:34]1[CH:35]=[CH:36][CH:37]=[CH:38][CH:39]=1)[C@@H:3]([OH:32])[CH2:4][C@@H:5]([NH:19][C:20]([C@@H:22]([NH:27][C:28](=[O:31])[O:29][CH3:30])[C:23]([CH3:26])([CH3:25])[CH3:24])=[O:21])[CH2:6][C:7]1[CH:12]=[CH:11][C:10]([C:13]2[CH:18]=[CH:17][CH:16]=[CH:15][N:14]=2)=[CH:9][CH:8]=1)=[O:44]. The yield is 0.450. (7) The reactants are C1([C@H]([NH:9][C@@H:10]2[C:19]3[CH2:18][O:17][CH:16]=[CH:15][C:14]4=[CH:20][NH:21][CH:22]=[C:12]([C:13]=34)[CH2:11]2)C)C=CC=CC=1.[H][H]. The catalyst is O1CCCC1.[OH-].[Pd+2].[OH-]. The product is [CH:22]1[NH:21][CH:20]=[C:14]2[CH:15]=[CH:16][O:17][CH2:18][C:19]3[C@@H:10]([NH2:9])[CH2:11][C:12]=1[C:13]2=3. The yield is 0.860. (8) The reactants are [NH2:1][C:2]1[C:6]([C:7]([O:9][CH2:10][CH3:11])=[O:8])=[CH:5][N:4]([CH2:12][C:13]2[CH:18]=[CH:17][C:16]([O:19][CH3:20])=[CH:15][CH:14]=2)[N:3]=1.[CH3:21][N:22]1[CH:26]=[CH:25][C:24]([CH:27]=O)=[N:23]1.CC(O)=O.[BH-](OC(C)=O)(OC(C)=O)OC(C)=O.[Na+]. The catalyst is C(Cl)Cl. The product is [CH3:20][O:19][C:16]1[CH:15]=[CH:14][C:13]([CH2:12][N:4]2[CH:5]=[C:6]([C:7]([O:9][CH2:10][CH3:11])=[O:8])[C:2]([NH:1][CH2:27][C:24]3[CH:25]=[CH:26][N:22]([CH3:21])[N:23]=3)=[N:3]2)=[CH:18][CH:17]=1. The yield is 0.350.